From a dataset of Peptide-MHC class I binding affinity with 185,985 pairs from IEDB/IMGT. Regression. Given a peptide amino acid sequence and an MHC pseudo amino acid sequence, predict their binding affinity value. This is MHC class I binding data. (1) The peptide sequence is VTLFSNLGY. The MHC is HLA-A26:01 with pseudo-sequence HLA-A26:01. The binding affinity (normalized) is 0.0847. (2) The peptide sequence is GSGFWKALT. The MHC is Mamu-B3901 with pseudo-sequence Mamu-B3901. The binding affinity (normalized) is 0.413.